Dataset: Full USPTO retrosynthesis dataset with 1.9M reactions from patents (1976-2016). Task: Predict the reactants needed to synthesize the given product. (1) Given the product [OH:15][CH2:14][C:13]([C:9]1[CH:8]=[C:7]([CH:12]=[CH:11][CH:10]=1)[C:5]#[N:6])([CH3:18])[CH3:17], predict the reactants needed to synthesize it. The reactants are: CSC.B.[C:5]([C:7]1[CH:8]=[C:9]([C:13]([CH3:18])([CH3:17])[C:14](O)=[O:15])[CH:10]=[CH:11][CH:12]=1)#[N:6].C(OCC)(=O)C. (2) Given the product [Cl:1][C:2]1[CH:7]=[CH:6][C:5]([C:8]2[N:9]=[C:10]3[CH:15]=[CH:14][CH:13]=[CH:12][N:11]3[C:16]=2[CH2:17][N:18]2[CH:23]=[CH:22][C:21]([N:24]([CH3:29])[CH3:25])=[N:20][C:19]2=[O:27])=[CH:4][CH:3]=1, predict the reactants needed to synthesize it. The reactants are: [Cl:1][C:2]1[CH:7]=[CH:6][C:5]([C:8]2[N:9]=[C:10]3[CH:15]=[CH:14][CH:13]=[CH:12][N:11]3[C:16]=2[CH2:17][N:18]2[CH:23]=[CH:22][C:21]([NH:24][CH2:25]C)=[N:20][C:19]2=[O:27])=[CH:4][CH:3]=1.Cl[C:29]1C=CN(CC2N3C=CC=CC3=NC=2C2C=CC(Cl)=CC=2)C(=O)N=1.CNC. (3) Given the product [CH3:33][O:32][C:29]1[CH:30]=[CH:31][C:26]([C:25]([NH:24][C:20]2[CH:19]=[C:18]([CH:23]=[CH:22][CH:21]=2)[CH2:17][NH:16][C:6]2[C:5]3[C:10](=[C:11]([C:13]([NH2:15])=[O:14])[CH:12]=[C:3]([CH2:2][NH:41][CH3:40])[CH:4]=3)[N:9]=[CH:8][N:7]=2)=[O:34])=[CH:27][CH:28]=1, predict the reactants needed to synthesize it. The reactants are: O[CH2:2][C:3]1[CH:4]=[C:5]2[C:10](=[C:11]([C:13]([NH2:15])=[O:14])[CH:12]=1)[N:9]=[CH:8][N:7]=[C:6]2[NH:16][CH2:17][C:18]1[CH:23]=[CH:22][CH:21]=[C:20]([NH:24][C:25](=[O:34])[C:26]2[CH:31]=[CH:30][C:29]([O:32][CH3:33])=[CH:28][CH:27]=2)[CH:19]=1.CS(Cl)(=O)=O.[CH3:40][NH2:41]. (4) Given the product [CH3:1][N:2]1[C:10](=[O:11])[C:9]2[N:8]([CH2:12][CH:13]=[CH2:14])[C:7]([CH:34]=[O:35])=[N:6][C:5]=2[N:4]([CH2:15][CH2:16][CH2:17][CH2:18][CH3:19])[C:3]1=[O:20], predict the reactants needed to synthesize it. The reactants are: [CH3:1][N:2]1[C:10](=[O:11])[C:9]2[N:8]([CH2:12][CH:13]=[CH2:14])[CH:7]=[N:6][C:5]=2[N:4]([CH2:15][CH2:16][CH2:17][CH2:18][CH3:19])[C:3]1=[O:20].[Li+].C[Si]([N-][Si](C)(C)C)(C)C.CN([CH:34]=[O:35])C. (5) The reactants are: [Br:1][CH2:2][CH2:3][CH2:4][CH2:5][C:6]1[CH:10]=[CH:9][S:8][CH:7]=1.C(O)(=O)C.C1C(=O)N([Br:22])C(=O)C1. Given the product [Br:22][C:7]1[S:8][CH:9]=[CH:10][C:6]=1[CH2:5][CH2:4][CH2:3][CH2:2][Br:1], predict the reactants needed to synthesize it. (6) Given the product [CH2:18]([N:17]([CH3:16])[C:2]1[N:7]2[N:8]=[CH:9][C:10]([C:11]([OH:13])=[O:12])=[C:6]2[N:5]=[CH:4][CH:3]=1)[CH3:19], predict the reactants needed to synthesize it. The reactants are: Cl[C:2]1[N:7]2[N:8]=[CH:9][C:10]([C:11]([O:13]CC)=[O:12])=[C:6]2[N:5]=[CH:4][CH:3]=1.[CH3:16][NH:17][CH2:18][CH3:19].[OH-].[Na+].Cl. (7) Given the product [F:13][C:3]1[C:2]([F:1])=[CH:7][CH:6]=[C:5]([O:8][CH2:9][CH2:10][O:11][CH3:12])[C:4]=1[CH:24]=[O:25], predict the reactants needed to synthesize it. The reactants are: [F:1][C:2]1[CH:7]=[CH:6][C:5]([O:8][CH2:9][CH2:10][O:11][CH3:12])=[CH:4][C:3]=1[F:13].C(NC(C)C)(C)C.[Li].CN(C)[CH:24]=[O:25].C(O)(=O)C.